This data is from Reaction yield outcomes from USPTO patents with 853,638 reactions. The task is: Predict the reaction yield, written as a fraction of the theoretical maximum amount of product (1.0 means a 100% yield; for example, 0.34 means a 34% yield). (1) The reactants are [C:1]([O:5][C:6]([N:8]1[CH2:13][CH:12]=[C:11]([C:14]2[CH:19]=[CH:18][C:17]([NH2:20])=[CH:16][CH:15]=2)[CH2:10][CH2:9]1)=[O:7])([CH3:4])([CH3:3])[CH3:2].[OH-].[Na+].[C:23](Cl)([O:25][CH2:26][C:27]1[CH:32]=[CH:31][CH:30]=[CH:29][CH:28]=1)=[O:24]. The catalyst is C1(C)C=CC=CC=1.O. The product is [C:1]([O:5][C:6]([N:8]1[CH2:9][CH:10]=[C:11]([C:14]2[CH:19]=[CH:18][C:17]([NH:20][C:23]([O:25][CH2:26][C:27]3[CH:32]=[CH:31][CH:30]=[CH:29][CH:28]=3)=[O:24])=[CH:16][CH:15]=2)[CH2:12][CH2:13]1)=[O:7])([CH3:4])([CH3:2])[CH3:3]. The yield is 0.960. (2) The reactants are [CH:1]1([O:8][C:9]2[CH:10]=[C:11]([CH:15]=[CH:16][CH:17]=2)[C:12]([OH:14])=O)[CH2:7][CH2:6][CH2:5][CH2:4][CH2:3][CH2:2]1.[NH2:18][C@@H:19]1[C@H:23]2[O:24][CH2:25][C@H:26]([NH:27][C:28]([CH:30]3[CH2:32][CH2:31]3)=[O:29])[C@H:22]2[O:21][CH2:20]1. No catalyst specified. The product is [CH:1]1([O:8][C:9]2[CH:10]=[C:11]([CH:15]=[CH:16][CH:17]=2)[C:12]([NH:18][C@H:19]2[CH2:20][O:21][C@@H:22]3[C@@H:26]([NH:27][C:28]([CH:30]4[CH2:31][CH2:32]4)=[O:29])[CH2:25][O:24][C@H:23]23)=[O:14])[CH2:2][CH2:3][CH2:4][CH2:5][CH2:6][CH2:7]1. The yield is 0.421.